Dataset: Catalyst prediction with 721,799 reactions and 888 catalyst types from USPTO. Task: Predict which catalyst facilitates the given reaction. (1) Reactant: Br[C:2]1[CH:7]=[CH:6][C:5]([N:8]([CH3:19])[C:9](=[O:18])[CH2:10][CH2:11][C:12]2[CH:17]=[CH:16][CH:15]=[CH:14][CH:13]=2)=[C:4]([O:20][CH3:21])[CH:3]=1.[B:22]1([B:22]2[O:26][C:25]([CH3:28])([CH3:27])[C:24]([CH3:30])([CH3:29])[O:23]2)[O:26][C:25]([CH3:28])([CH3:27])[C:24]([CH3:30])([CH3:29])[O:23]1.C([O-])(=O)C.[K+].ClCCl. Product: [CH3:21][O:20][C:4]1[CH:3]=[C:2]([B:22]2[O:26][C:25]([CH3:28])([CH3:27])[C:24]([CH3:30])([CH3:29])[O:23]2)[CH:7]=[CH:6][C:5]=1[N:8]([CH3:19])[C:9](=[O:18])[CH2:10][CH2:11][C:12]1[CH:17]=[CH:16][CH:15]=[CH:14][CH:13]=1. The catalyst class is: 9. (2) Reactant: [CH2:1]([N:4]1[C:8](=[O:9])[NH:7][N:6]=[C:5]1[CH2:10][O:11][C:12]([C:25]1[CH:30]=[CH:29][CH:28]=[CH:27][CH:26]=1)([C:19]1[CH:24]=[CH:23][CH:22]=[CH:21][CH:20]=1)[C:13]1[CH:18]=[CH:17][CH:16]=[CH:15][CH:14]=1)[CH2:2][CH3:3].[F:31][C:32]([F:43])([F:42])[S:33][C:34]1[CH:41]=[CH:40][C:37]([CH2:38]Br)=[CH:36][CH:35]=1.C1CN2C(=NCCC2)NC1. Product: [CH2:1]([N:4]1[C:8](=[O:9])[N:7]([CH2:38][C:37]2[CH:40]=[CH:41][C:34]([S:33][C:32]([F:43])([F:31])[F:42])=[CH:35][CH:36]=2)[N:6]=[C:5]1[CH2:10][O:11][C:12]([C:25]1[CH:30]=[CH:29][CH:28]=[CH:27][CH:26]=1)([C:19]1[CH:20]=[CH:21][CH:22]=[CH:23][CH:24]=1)[C:13]1[CH:18]=[CH:17][CH:16]=[CH:15][CH:14]=1)[CH2:2][CH3:3]. The catalyst class is: 9. (3) Reactant: C(O[CH:5]([C:12]1[CH:13]=[N:14][C:15]([Cl:18])=[CH:16][CH:17]=1)[C:6]1[CH:11]=[CH:10][CH:9]=[CH:8][CH:7]=1)(=O)C.[CH3:19][O:20][C:21]([O:25][Si](C)(C)C)=[C:22]([CH3:24])[CH3:23].C(=O)(O)[O-].[Na+].C(OCC)(=O)C. Product: [Cl:18][C:15]1[N:14]=[CH:13][C:12]([CH:5]([C:6]2[CH:7]=[CH:8][CH:9]=[CH:10][CH:11]=2)[C:22]([CH3:24])([CH3:23])[C:21]([O:20][CH3:19])=[O:25])=[CH:17][CH:16]=1. The catalyst class is: 528. (4) Reactant: C(OC([N:8]1[CH2:13][CH2:12][N:11]([C:14]2[N:22]([C:23]3[CH:28]=[CH:27][CH:26]=[CH:25][C:24]=3[Cl:29])[C:21]3[C:20](=[O:30])[N:19]([CH3:31])[C:18](=[O:32])[N:17]([CH3:33])[C:16]=3[N:15]=2)[CH2:10][CH2:9]1)=O)(C)(C)C. Product: [Cl:29][C:24]1[CH:25]=[CH:26][CH:27]=[CH:28][C:23]=1[N:22]1[C:21]2[C:20](=[O:30])[N:19]([CH3:31])[C:18](=[O:32])[N:17]([CH3:33])[C:16]=2[N:15]=[C:14]1[N:11]1[CH2:10][CH2:9][NH:8][CH2:13][CH2:12]1. The catalyst class is: 55. (5) Reactant: CB1N2CCC[C@H]2C(C2C=CC=CC=2)(C2C=CC=CC=2)O1.[CH:22]1[C:27]([C:28]([CH2:30][Br:31])=[O:29])=[CH:26][CH:25]=[C:24]([F:32])[CH:23]=1.Cl. Product: [Br:31][CH2:30][C@H:28]([C:27]1[CH:26]=[CH:25][C:24]([F:32])=[CH:23][CH:22]=1)[OH:29]. The catalyst class is: 282.